This data is from Catalyst prediction with 721,799 reactions and 888 catalyst types from USPTO. The task is: Predict which catalyst facilitates the given reaction. (1) The catalyst class is: 857. Product: [CH3:29][O:28][C:23]1[CH:24]=[CH:25][CH:26]=[CH:27][C:22]=1[NH:1][C@@H:2]1[CH2:6][CH2:5][N:4]([C:7]2[N:12]([CH3:13])[C:11](=[O:14])[CH:10]=[C:9]([C:15]3[CH:16]=[CH:17][N:18]=[CH:19][CH:20]=3)[N:8]=2)[CH2:3]1. Reactant: [NH2:1][C@@H:2]1[CH2:6][CH2:5][N:4]([C:7]2[N:12]([CH3:13])[C:11](=[O:14])[CH:10]=[C:9]([C:15]3[CH:20]=[CH:19][N:18]=[CH:17][CH:16]=3)[N:8]=2)[CH2:3]1.Br[C:22]1[CH:27]=[CH:26][CH:25]=[CH:24][C:23]=1[O:28][CH3:29].CC(C)([O-])C.[Na+].C1(P(C2C=CC=CC=2)C2C=CC3C(=CC=CC=3)C=2C2C3C(=CC=CC=3)C=CC=2P(C2C=CC=CC=2)C2C=CC=CC=2)C=CC=CC=1. (2) Reactant: Br[C:2]1[CH:3]=[C:4]([NH:9][CH2:10][CH2:11][N:12]([CH3:14])[CH3:13])[CH:5]=[C:6]([F:8])[CH:7]=1.[B:15]1([B:15]2[O:19][C:18]([CH3:21])([CH3:20])[C:17]([CH3:23])([CH3:22])[O:16]2)[O:19][C:18]([CH3:21])([CH3:20])[C:17]([CH3:23])([CH3:22])[O:16]1.CC([O-])=O.[K+]. Product: [F:8][C:6]1[CH:5]=[C:4]([NH:9][CH2:10][CH2:11][N:12]([CH3:14])[CH3:13])[CH:3]=[C:2]([B:15]2[O:19][C:18]([CH3:21])([CH3:20])[C:17]([CH3:23])([CH3:22])[O:16]2)[CH:7]=1. The catalyst class is: 294.